This data is from Forward reaction prediction with 1.9M reactions from USPTO patents (1976-2016). The task is: Predict the product of the given reaction. (1) Given the reactants Br[CH2:2][C:3]([C:5]1[C:13]2[C:8](=[N:9][CH:10]=[CH:11][CH:12]=2)[NH:7][CH:6]=1)=O.[CH:14]1([NH:17][C:18]([NH2:20])=[S:19])[CH2:16][CH2:15]1, predict the reaction product. The product is: [CH:14]1([NH:17][C:18]2[S:19][CH:2]=[C:3]([C:5]3[C:13]4[C:8](=[N:9][CH:10]=[CH:11][CH:12]=4)[NH:7][CH:6]=3)[N:20]=2)[CH2:16][CH2:15]1. (2) Given the reactants [CH:1]([C:4]1[N:8]=[C:7]([N:9]2[CH2:14][CH2:13][CH:12]([NH2:15])[CH2:11][CH2:10]2)[S:6][N:5]=1)([CH3:3])[CH3:2].C[Al](C)C.C1(C)C=CC=CC=1.[Br:27][C:28]1[CH:40]=[CH:39][C:31]([O:32][C@H:33]2[CH2:37][CH2:36][O:35][C:34]2=[O:38])=[C:30]([F:41])[CH:29]=1, predict the reaction product. The product is: [Br:27][C:28]1[CH:40]=[CH:39][C:31]([O:32][C@@H:33]([CH2:37][CH2:36][OH:35])[C:34]([NH:15][CH:12]2[CH2:11][CH2:10][N:9]([C:7]3[S:6][N:5]=[C:4]([CH:1]([CH3:3])[CH3:2])[N:8]=3)[CH2:14][CH2:13]2)=[O:38])=[C:30]([F:41])[CH:29]=1. (3) Given the reactants [CH3:1][O:2][C:3]1[CH:4]=[C:5]([CH:32]=[CH:33][C:34]=1[O:35][CH3:36])[CH2:6][CH:7]1[C:13]2[CH:14]=[C:15]([O:20][CH3:21])[C:16]([O:18][CH3:19])=[CH:17][C:12]=2[CH2:11][CH2:10][CH2:9][N:8]1[CH:22]([C:26]1[CH:31]=[CH:30][CH:29]=[CH:28][CH:27]=1)[C:23]([OH:25])=O.[NH2:37][CH2:38][CH2:39][C:40]([N:42]([CH3:44])[CH3:43])=[O:41], predict the reaction product. The product is: [CH3:1][O:2][C:3]1[CH:4]=[C:5]([CH:32]=[CH:33][C:34]=1[O:35][CH3:36])[CH2:6][CH:7]1[C:13]2[CH:14]=[C:15]([O:20][CH3:21])[C:16]([O:18][CH3:19])=[CH:17][C:12]=2[CH2:11][CH2:10][CH2:9][N:8]1[CH:22]([C:26]1[CH:27]=[CH:28][CH:29]=[CH:30][CH:31]=1)[C:23]([NH:37][CH2:38][CH2:39][C:40]([N:42]([CH3:44])[CH3:43])=[O:41])=[O:25]. (4) Given the reactants C1C(=O)N([Br:8])C(=O)C1.[CH3:9][O:10][C:11]1[C:16]2=[CH:17][N:18]=[C:19]([CH:20]3[CH2:23][C:22](=[O:24])[CH2:21]3)[N:15]2[N:14]=[CH:13][N:12]=1, predict the reaction product. The product is: [Br:8][C:17]1[N:18]=[C:19]([CH:20]2[CH2:23][C:22](=[O:24])[CH2:21]2)[N:15]2[C:16]=1[C:11]([O:10][CH3:9])=[N:12][CH:13]=[N:14]2.